From a dataset of Full USPTO retrosynthesis dataset with 1.9M reactions from patents (1976-2016). Predict the reactants needed to synthesize the given product. (1) Given the product [N:26]1([C:23]2[N:24]=[CH:25][C:20]([C:18]3[CH:17]=[N:16][C:15]4[N:14]([N:13]=[CH:12][C:11]=4[C:4]4[C:5]5[C:10](=[CH:9][CH:8]=[CH:7][CH:6]=5)[N:1]=[CH:2][CH:3]=4)[CH:19]=3)=[CH:21][CH:22]=2)[CH2:27][CH2:28][NH:29][CH2:30][CH2:31]1.[C:39]([OH:45])([C:41]([F:44])([F:43])[F:42])=[O:40], predict the reactants needed to synthesize it. The reactants are: [N:1]1[C:10]2[C:5](=[CH:6][CH:7]=[CH:8][CH:9]=2)[C:4]([C:11]2[CH:12]=[N:13][N:14]3[CH:19]=[C:18]([C:20]4[CH:21]=[CH:22][C:23]([N:26]5[CH2:31][CH2:30][N:29](C(OC(C)(C)C)=O)[CH2:28][CH2:27]5)=[N:24][CH:25]=4)[CH:17]=[N:16][C:15]=23)=[CH:3][CH:2]=1.[C:39]([OH:45])([C:41]([F:44])([F:43])[F:42])=[O:40]. (2) Given the product [CH2:27]([O:29][C:30](=[O:42])[C:31]([O:34][C:35]1[CH:40]=[CH:39][C:38]([O:15][CH2:14][CH2:13][C:11]2[N:12]=[C:8]([C:5]3[CH:4]=[CH:3][C:2]([Br:1])=[CH:7][CH:6]=3)[O:9][C:10]=2[CH3:26])=[CH:37][CH:36]=1)([CH3:33])[CH3:32])[CH3:28], predict the reactants needed to synthesize it. The reactants are: [Br:1][C:2]1[CH:7]=[CH:6][C:5]([C:8]2[O:9][C:10]([CH3:26])=[C:11]([CH2:13][CH2:14][O:15]S(C3C=CC(C)=CC=3)(=O)=O)[N:12]=2)=[CH:4][CH:3]=1.[CH2:27]([O:29][C:30](=[O:42])[C:31]([O:34][C:35]1[CH:40]=[CH:39][C:38](O)=[CH:37][CH:36]=1)([CH3:33])[CH3:32])[CH3:28].C([O-])([O-])=O.[Cs+].[Cs+]. (3) Given the product [F:38][C:39]1([F:43])[CH2:42][N:41]([C:2]2[CH:35]=[CH:34][C:5]([CH2:6][N:7]3[C:11]4[CH:12]=[C:13]([O:16][CH2:17][C:18]5[CH:23]=[CH:22][C:21]([CH3:24])=[CH:20][N:19]=5)[CH:14]=[CH:15][C:10]=4[N:9]=[C:8]3[C@H:25]3[CH2:30][CH2:29][CH2:28][CH2:27][C@H:26]3[C:31]([OH:33])=[O:32])=[C:4]([F:36])[CH:3]=2)[CH2:40]1, predict the reactants needed to synthesize it. The reactants are: Br[C:2]1[CH:35]=[CH:34][C:5]([CH2:6][N:7]2[C:11]3[CH:12]=[C:13]([O:16][CH2:17][C:18]4[CH:23]=[CH:22][C:21]([CH3:24])=[CH:20][N:19]=4)[CH:14]=[CH:15][C:10]=3[N:9]=[C:8]2[C@@H:25]2[CH2:30][CH2:29][CH2:28][CH2:27][C@@H:26]2[C:31]([OH:33])=[O:32])=[C:4]([F:36])[CH:3]=1.Cl.[F:38][C:39]1([F:43])[CH2:42][NH:41][CH2:40]1. (4) Given the product [O:27]=[C:23]1[N:22]([CH:2]2[CH2:7][CH2:6][N:5]([C:8]([O:10][C:11]([CH3:14])([CH3:13])[CH3:12])=[O:9])[CH2:4][CH2:3]2)[N:21]=[CH:26][CH:25]=[CH:24]1, predict the reactants needed to synthesize it. The reactants are: Br[CH:2]1[CH2:7][CH2:6][N:5]([C:8]([O:10][C:11]([CH3:14])([CH3:13])[CH3:12])=[O:9])[CH2:4][CH2:3]1.C([O-])([O-])=O.[K+].[K+].[N:21]1[NH:22][C:23](=[O:27])[CH:24]=[CH:25][CH:26]=1.O. (5) Given the product [CH3:1][O:2][C:3]1[N:8]=[N:7][C:6]([N:9]2[C:17](=[O:18])[C:16]3=[C:15]([CH3:22])[N:14]([C:23]4[CH:28]=[CH:27][C:26]([N+:29]([O-:31])=[O:30])=[CH:25][CH:24]=4)[N:13]=[C:12]3[NH:11][C:10]2=[O:32])=[CH:5][CH:4]=1, predict the reactants needed to synthesize it. The reactants are: [CH3:1][O:2][C:3]1[N:8]=[N:7][C:6]([NH:9][C:10](=[O:32])[NH:11][C:12]2[C:16]([C:17](OCC)=[O:18])=[C:15]([CH3:22])[N:14]([C:23]3[CH:28]=[CH:27][C:26]([N+:29]([O-:31])=[O:30])=[CH:25][CH:24]=3)[N:13]=2)=[CH:5][CH:4]=1.C[O-].[Na+].